This data is from Reaction yield outcomes from USPTO patents with 853,638 reactions. The task is: Predict the reaction yield, written as a fraction of the theoretical maximum amount of product (1.0 means a 100% yield; for example, 0.34 means a 34% yield). The reactants are [O:1]=[C:2]1[CH2:5][CH:4]([CH2:6][CH2:7][C:8]([OH:10])=O)[CH2:3]1.[Cl:11][C:12]1[CH:13]=[C:14]([NH2:23])[C:15]([NH2:22])=[CH:16][C:17]=1[C:18]([F:21])([F:20])[F:19].C(N(CC)C(C)C)(C)C.F[P-](F)(F)(F)(F)F.C[N+](C)=C(N(C)C)ON1C2N=CC=CC=2N=N1. The catalyst is CN(C)C=O. The product is [NH2:23][C:14]1[CH:13]=[C:12]([Cl:11])[C:17]([C:18]([F:21])([F:19])[F:20])=[CH:16][C:15]=1[NH:22][C:8](=[O:10])[CH2:7][CH2:6][CH:4]1[CH2:3][C:2](=[O:1])[CH2:5]1. The yield is 0.310.